From a dataset of Acute oral toxicity (LD50) regression data from Zhu et al.. Regression/Classification. Given a drug SMILES string, predict its toxicity properties. Task type varies by dataset: regression for continuous values (e.g., LD50, hERG inhibition percentage) or binary classification for toxic/non-toxic outcomes (e.g., AMES mutagenicity, cardiotoxicity, hepatotoxicity). Dataset: ld50_zhu. (1) The drug is CCOC(=O)C=C1SC(N2CCCCC2)C(=O)N1CC. The rat oral LD50 is 1.96, given as -log10 of the dose in mol/kg body weight (higher means more acutely toxic). (2) The drug is CC=C1C2C=C(C)CC1(N)c1ccc(=O)[nH]c1C2. The rat oral LD50 is 4.21, given as -log10 of the dose in mol/kg body weight (higher means more acutely toxic).